The task is: Predict the product of the given reaction.. This data is from Forward reaction prediction with 1.9M reactions from USPTO patents (1976-2016). (1) Given the reactants Cl.Cl[CH2:3][CH2:4][N:5]1[CH2:10][CH2:9][O:8][CH2:7][CH2:6]1.C(=O)([O-])[O-].[K+].[K+].[Cl:17][C:18]1[N:26]=[C:25]2[C:21]([NH:22][C:23](=[O:33])[N:24]2[CH:27]2[CH2:32][CH2:31][O:30][CH2:29][CH2:28]2)=[CH:20][N:19]=1.C(OCC)(=O)C, predict the reaction product. The product is: [Cl:17][C:18]1[N:26]=[C:25]2[C:21]([N:22]([CH2:3][CH2:4][N:5]3[CH2:10][CH2:9][O:8][CH2:7][CH2:6]3)[C:23](=[O:33])[N:24]2[CH:27]2[CH2:28][CH2:29][O:30][CH2:31][CH2:32]2)=[CH:20][N:19]=1. (2) Given the reactants [C:1](Cl)(=O)[C:2]([Cl:4])=[O:3].[CH3:7][O:8][C:9]1[CH:10]=[C:11]2[C:16](=[CH:17][C:18]=1[O:19][CH3:20])[N:15]=[CH:14][CH:13]=[C:12]2[O:21][C:22]1[CH:27]=[CH:26][C:25](CC(O)=O)=[CH:24][CH:23]=1, predict the reaction product. The product is: [CH3:7][O:8][C:9]1[CH:10]=[C:11]2[C:16](=[CH:17][C:18]=1[O:19][CH3:20])[N:15]=[CH:14][CH:13]=[C:12]2[O:21][C:22]1[CH:27]=[CH:26][C:25]([CH2:1][C:2]([Cl:4])=[O:3])=[CH:24][CH:23]=1. (3) Given the reactants Cl[C:2]1[C:3]2[C:10]([C:11]3[CH:16]=[CH:15][C:14]([O:17][CH2:18][CH2:19][N:20]4[CH2:25][CH2:24][N:23]([CH3:26])[CH2:22][CH2:21]4)=[C:13]([Cl:27])[C:12]=3[CH3:28])=[C:9]([I:29])[S:8][C:4]=2[N:5]=[CH:6][N:7]=1.[OH:30][C@H:31]([CH2:37][C:38]1[CH:43]=[CH:42][CH:41]=[CH:40][C:39]=1[O:44][CH2:45][C:46]1[CH:51]=[CH:50][CH:49]=[CH:48][N:47]=1)[C:32]([O:34][CH2:35][CH3:36])=[O:33].C([O-])([O-])=O.[Cs+].[Cs+].C(O)(C)(C)C, predict the reaction product. The product is: [Cl:27][C:13]1[C:12]([CH3:28])=[C:11]([C:10]2[C:3]3[C:2]([O:30][C@H:31]([CH2:37][C:38]4[CH:43]=[CH:42][CH:41]=[CH:40][C:39]=4[O:44][CH2:45][C:46]4[CH:51]=[CH:50][CH:49]=[CH:48][N:47]=4)[C:32]([O:34][CH2:35][CH3:36])=[O:33])=[N:7][CH:6]=[N:5][C:4]=3[S:8][C:9]=2[I:29])[CH:16]=[CH:15][C:14]=1[O:17][CH2:18][CH2:19][N:20]1[CH2:21][CH2:22][N:23]([CH3:26])[CH2:24][CH2:25]1. (4) Given the reactants CC([Si](C)(C)[O:6][C@@H:7]1[CH2:11][N:10]([C:12]([O:14][C:15]([CH3:18])([CH3:17])[CH3:16])=[O:13])[C@@H:9]([CH2:19][O:20][CH2:21][CH2:22][CH2:23][O:24][C:25]2[CH:30]=[CH:29][CH:28]=[CH:27][CH:26]=2)[CH2:8]1)(C)C.CCCC[N+](CCCC)(CCCC)CCCC.[F-], predict the reaction product. The product is: [OH:6][C@@H:7]1[CH2:11][N:10]([C:12]([O:14][C:15]([CH3:18])([CH3:17])[CH3:16])=[O:13])[C@@H:9]([CH2:19][O:20][CH2:21][CH2:22][CH2:23][O:24][C:25]2[CH:26]=[CH:27][CH:28]=[CH:29][CH:30]=2)[CH2:8]1. (5) Given the reactants Br[C:2]1[CH:3]=[C:4]([NH:10][S:11]([CH3:14])(=[O:13])=[O:12])[C:5]([O:8][CH3:9])=[N:6][CH:7]=1.[B:15]1([B:15]2[O:19][C:18]([CH3:21])([CH3:20])[C:17]([CH3:23])([CH3:22])[O:16]2)[O:19][C:18]([CH3:21])([CH3:20])[C:17]([CH3:23])([CH3:22])[O:16]1.C([O-])(=O)C.[K+], predict the reaction product. The product is: [CH3:9][O:8][C:5]1[C:4]([NH:10][S:11]([CH3:14])(=[O:13])=[O:12])=[CH:3][C:2]([B:15]2[O:19][C:18]([CH3:21])([CH3:20])[C:17]([CH3:23])([CH3:22])[O:16]2)=[CH:7][N:6]=1. (6) Given the reactants [CH3:1][O:2][C:3]([C:5]1[CH:10]=[CH:9][C:8]([NH:11][S:12]([C:15]2[CH:16]=[C:17]([CH:21]=[CH:22][CH:23]=2)[C:18](O)=[O:19])(=[O:14])=[O:13])=[CH:7][CH:6]=1)=[O:4].C(Cl)(=O)C(Cl)=O.[NH2:30][C:31]1[S:32][C:33]2[CH2:60][CH2:59][CH2:58][CH2:57][C:34]=2[C:35]=1[C:36]([NH:38][C:39]1[CH:44]=[CH:43][C:42]([CH2:45][CH2:46][C:47]2[CH:56]=[CH:55][C:50]([C:51]([O:53][CH3:54])=[O:52])=[CH:49][CH:48]=2)=[CH:41][CH:40]=1)=[O:37], predict the reaction product. The product is: [CH3:54][O:53][C:51]([C:50]1[CH:49]=[CH:48][C:47]([CH2:46][CH2:45][C:42]2[CH:41]=[CH:40][C:39]([NH:38][C:36]([C:35]3[C:34]4[CH2:57][CH2:58][CH2:59][CH2:60][C:33]=4[S:32][C:31]=3[NH:30][C:18]([C:17]3[CH:16]=[C:15]([S:12]([NH:11][C:8]4[CH:9]=[CH:10][C:5]([C:3]([O:2][CH3:1])=[O:4])=[CH:6][CH:7]=4)(=[O:14])=[O:13])[CH:23]=[CH:22][CH:21]=3)=[O:19])=[O:37])=[CH:44][CH:43]=2)=[CH:56][CH:55]=1)=[O:52]. (7) Given the reactants [CH:1]1[CH:6]=[C:5]([C:7]([F:10])([F:9])[F:8])[CH:4]=[C:3](/[C:11](/[CH2:28][C:29]2[CH:30]=[CH:31][C:32]([C:35]#[N:36])=[CH:33][CH:34]=2)=[N:12]/[NH:13][C:14]([NH:16][C:17]2[CH:18]=[CH:19][C:20]([O:23][C:24]([F:27])([F:26])[F:25])=[CH:21][CH:22]=2)=[O:15])[CH:2]=1.[CH3:37][C@@H:38]1[CH2:39][C:40]([CH3:82])=[CH:41][CH2:42][C@H:43]2[O:48][C@:47]3([O:56][C@H:55](/[C:57](/[CH3:62])=[CH:58]/[CH:59]([CH3:61])[CH3:60])[C@@H:54]([CH3:63])/[C:50](=[N:51]/[O:52][CH3:53])/[CH2:49]3)[CH2:46][C@@H:45]([O:64][C:65]([C@H:67]3[C@:72]4([OH:79])[C:73]([CH2:77][O:78][C@@H:71]4[C@H:70]([OH:80])[C:69]([CH3:81])=[CH:68]3)=[CH:74][CH:75]=[CH:76]1)=[O:66])[CH2:44]2, predict the reaction product. The product is: [CH:1]1[CH:6]=[C:5]([C:7]([F:8])([F:9])[F:10])[CH:4]=[C:3](/[C:11](/[CH2:28][C:29]2[CH:30]=[CH:31][C:32]([C:35]#[N:36])=[CH:33][CH:34]=2)=[N:12]/[NH:13][C:14]([NH:16][C:17]2[CH:18]=[CH:19][C:20]([O:23][C:24]([F:25])([F:26])[F:27])=[CH:21][CH:22]=2)=[O:15])[CH:2]=1.[CH3:37][C@@H:38]1[CH2:39][C:40]([CH3:82])=[CH:41][CH2:42][C@H:43]2[O:48][C@:47]3([O:56][C@H:55](/[C:57](/[CH3:62])=[CH:58]/[CH:59]([CH3:60])[CH3:61])[C@@H:54]([CH3:63])/[C:50](=[N:51]/[O:52][CH3:53])/[CH2:49]3)[CH2:46][C@@H:45]([O:64][C:65]([C@H:67]3[C@:72]4([OH:79])[C:73]([CH2:77][O:78][C@@H:71]4[C@H:70]([OH:80])[C:69]([CH3:81])=[CH:68]3)=[CH:74][CH:75]=[CH:76]1)=[O:66])[CH2:44]2.